Dataset: NCI-60 drug combinations with 297,098 pairs across 59 cell lines. Task: Regression. Given two drug SMILES strings and cell line genomic features, predict the synergy score measuring deviation from expected non-interaction effect. Synergy scores: CSS=22.5, Synergy_ZIP=-10.5, Synergy_Bliss=-19.5, Synergy_Loewe=-37.7, Synergy_HSA=-18.2. Drug 1: CCC1=CC2CC(C3=C(CN(C2)C1)C4=CC=CC=C4N3)(C5=C(C=C6C(=C5)C78CCN9C7C(C=CC9)(C(C(C8N6C)(C(=O)OC)O)OC(=O)C)CC)OC)C(=O)OC.C(C(C(=O)O)O)(C(=O)O)O. Cell line: HCC-2998. Drug 2: C1=CN(C=N1)CC(O)(P(=O)(O)O)P(=O)(O)O.